Predict the reactants needed to synthesize the given product. From a dataset of Full USPTO retrosynthesis dataset with 1.9M reactions from patents (1976-2016). (1) The reactants are: C([Li])CCC.[CH2:6]([C:12]1[C:17]([CH2:18][CH2:19][CH3:20])=[C:16]([CH2:21][CH2:22][CH3:23])[C:15]([CH2:24][CH2:25][CH3:26])=[C:14]([CH2:27][CH2:28][CH3:29])[C:13]=1[CH2:30][C:31]#[C:32][CH2:33][CH2:34][CH3:35])[C:7]#[C:8][CH2:9][CH2:10][CH3:11].I[C:37]1[CH:42]=[CH:41][C:40](I)=[C:39]([I:44])[C:38]=1[I:45].CN1C(=O)N(C)CCC1.Cl. Given the product [I:44][C:39]1[C:38]([I:45])=[CH:37][C:42]2[C:41](=[C:8]([CH2:9][CH2:10][CH3:11])[C:7]3[CH2:6][C:12]4[C:13]([CH2:30][C:31]=3[C:32]=2[CH2:33][CH2:34][CH3:35])=[C:14]([CH2:27][CH2:28][CH3:29])[C:15]([CH2:24][CH2:25][CH3:26])=[C:16]([CH2:21][CH2:22][CH3:23])[C:17]=4[CH2:18][CH2:19][CH3:20])[CH:40]=1, predict the reactants needed to synthesize it. (2) Given the product [CH2:1]([NH:3][C:4]([NH:6][C:7]1[CH:8]=[CH:9][C:10]([C:13]2[N:14]=[C:15]([N:23]3[CH2:28][CH2:27][O:26][CH2:25][C@@H:24]3[CH3:29])[C:16]3[CH2:22][CH2:21][N:20]([C:31]4[CH:36]=[CH:35][N:34]([CH3:37])[C:33](=[O:38])[CH:32]=4)[CH2:19][C:17]=3[N:18]=2)=[CH:11][CH:12]=1)=[O:5])[CH3:2], predict the reactants needed to synthesize it. The reactants are: [CH2:1]([NH:3][C:4]([NH:6][C:7]1[CH:12]=[CH:11][C:10]([C:13]2[N:14]=[C:15]([N:23]3[CH2:28][CH2:27][O:26][CH2:25][C@@H:24]3[CH3:29])[C:16]3[CH2:22][CH2:21][NH:20][CH2:19][C:17]=3[N:18]=2)=[CH:9][CH:8]=1)=[O:5])[CH3:2].Cl[C:31]1[CH:36]=[CH:35][N:34]([CH3:37])[C:33](=[O:38])[CH:32]=1. (3) Given the product [CH2:28]([O:30][C:31]([C:33]1[CH:34]=[C:35]([C:2]2[CH:7]=[CH:6][C:5]([CH:8]([CH3:26])[C:9]([OH:14])([C:15]3[CH:16]=[CH:17][C:18]4[O:22][C:21](=[O:23])[N:20]([CH3:24])[C:19]=4[CH:25]=3)[C:10]([F:11])([F:12])[F:13])=[C:4]([Cl:27])[CH:3]=2)[CH:36]=[CH:37][C:38]=1[F:39])=[O:32])[CH3:29], predict the reactants needed to synthesize it. The reactants are: Br[C:2]1[CH:7]=[CH:6][C:5]([CH:8]([CH3:26])[C:9]([C:15]2[CH:16]=[CH:17][C:18]3[O:22][C:21](=[O:23])[N:20]([CH3:24])[C:19]=3[CH:25]=2)([OH:14])[C:10]([F:13])([F:12])[F:11])=[C:4]([Cl:27])[CH:3]=1.[CH2:28]([O:30][C:31]([C:33]1[CH:34]=[C:35](B(O)O)[CH:36]=[CH:37][C:38]=1[F:39])=[O:32])[CH3:29]. (4) Given the product [Br:22][C:23]1[N:24]=[CH:25][N:26]([C:2]2[N:7]=[C:6]([C:8]([F:11])([F:10])[F:9])[CH:5]=[C:4]([C:12]3[CH:17]=[CH:16][C:15]([C:18]([F:21])([F:20])[F:19])=[CH:14][CH:13]=3)[N:3]=2)[CH:27]=1, predict the reactants needed to synthesize it. The reactants are: Cl[C:2]1[N:7]=[C:6]([C:8]([F:11])([F:10])[F:9])[CH:5]=[C:4]([C:12]2[CH:17]=[CH:16][C:15]([C:18]([F:21])([F:20])[F:19])=[CH:14][CH:13]=2)[N:3]=1.[Br:22][C:23]1[N:24]=[CH:25][NH:26][CH:27]=1. (5) Given the product [C:13]([C:2]1[C:3]([CH3:12])=[CH:4][CH:5]=[C:6]2[C:11]=1[N:10]=[CH:9][CH:8]=[CH:7]2)#[N:14], predict the reactants needed to synthesize it. The reactants are: Br[C:2]1[C:3]([CH3:12])=[CH:4][CH:5]=[C:6]2[C:11]=1[N:10]=[CH:9][CH:8]=[CH:7]2.[CH3:13][N:14]1CCCC1=O. (6) Given the product [CH:13]1[C:14]2[C:20](=[O:21])[C:19]([C:22]([OH:24])=[O:23])=[CH:18][N:17]([CH:25]3[CH2:26][CH2:27]3)[C:15]=2[CH:29]=[C:11]([N:6]2[CH2:5][CH2:4][NH:3][CH2:8][CH2:7]2)[C:12]=1[F:28].[CH3:1][O:2]/[N:3]=[C:4]1\[CH2:5][N:6]([C:11]2[N:16]=[C:15]3[N:17]([CH:25]4[CH2:27][CH2:26]4)[CH:18]=[C:19]([C:22]([OH:24])=[O:23])[C:20](=[O:21])[C:14]3=[CH:13][C:12]=2[F:28])[CH2:7][CH:8]\1[CH2:9][NH2:10], predict the reactants needed to synthesize it. The reactants are: [CH3:1][O:2]/[N:3]=[C:4]1\[CH2:5][N:6]([C:11]2[N:16]=[C:15]3[N:17]([CH:25]4[CH2:27][CH2:26]4)[CH:18]=[C:19]([C:22]([OH:24])=[O:23])[C:20](=[O:21])[C:14]3=[CH:13][C:12]=2[F:28])[CH2:7][CH:8]\1[CH2:9][NH2:10].[C:29](=O)=O. (7) The reactants are: [NH:1]1[CH:5]=[CH:4][CH:3]=[C:2]1[C:6]([OH:8])=[O:7].C(=O)([O-])[O-].[Cs+].[Cs+].[CH2:15](Br)[CH:16]=[CH2:17].[Cl-].[NH4+]. Given the product [CH2:17]([O:7][C:6]([C:2]1[NH:1][CH:5]=[CH:4][CH:3]=1)=[O:8])[CH:16]=[CH2:15], predict the reactants needed to synthesize it.